This data is from Full USPTO retrosynthesis dataset with 1.9M reactions from patents (1976-2016). The task is: Predict the reactants needed to synthesize the given product. (1) Given the product [F:1][C:2]([F:32])([F:33])[O:3][C:4]1[CH:5]=[C:6]([CH:29]=[CH:30][CH:31]=1)[O:7][C:8]1[CH:9]=[C:10]([N:14]([CH2:15][C:16]2[CH:21]=[CH:20][CH:19]=[C:18]([O:22][C:23]([F:27])([F:28])[CH:24]([F:26])[F:25])[CH:17]=2)[CH2:60][C@@H:59]([OH:54])[C:35]([F:41])([F:40])[F:34])[CH:11]=[CH:12][CH:13]=1, predict the reactants needed to synthesize it. The reactants are: [F:1][C:2]([F:33])([F:32])[O:3][C:4]1[CH:5]=[C:6]([CH:29]=[CH:30][CH:31]=1)[O:7][C:8]1[CH:9]=[C:10]([NH:14][CH2:15][C:16]2[CH:21]=[CH:20][CH:19]=[C:18]([O:22][C:23]([F:28])([F:27])[CH:24]([F:26])[F:25])[CH:17]=2)[CH:11]=[CH:12][CH:13]=1.[F:34][C:35]([F:41])([F:40])S([O-])(=[O:54])=[O:54].[Yb+3].[F:34][C:35]([F:41])([F:40])S([O-])(=O)=O.[F:34][C:35]([F:41])([F:40])S([O-])(=O)=[O:54].[C:59](#N)[CH3:60]. (2) Given the product [F:1][C:2]1[CH:3]=[C:4]2[C:5](=[CH:6][CH:7]=1)[C:11]([CH3:12])=[N:10][CH2:9][CH2:8]2, predict the reactants needed to synthesize it. The reactants are: [F:1][C:2]1[CH:3]=[C:4]([CH2:8][CH2:9][NH:10][C:11](=O)[CH3:12])[CH:5]=[CH:6][CH:7]=1.O=P12OP3(OP(OP(O3)(O1)=O)(=O)O2)=O. (3) Given the product [F:1][C:2]1[CH:3]=[C:4]([CH:8]2[O:49][C:47](=[O:32])[NH:44][CH:9]2[CH2:13][C:14]2[CH:15]=[CH:16][C:17]([C:20]([F:21])([F:22])[F:23])=[CH:18][CH:19]=2)[CH:5]=[CH:6][CH:7]=1, predict the reactants needed to synthesize it. The reactants are: [F:1][C:2]1[CH:3]=[C:4]([CH:8](O)[CH:9]([CH2:13][C:14]2[CH:19]=[CH:18][C:17]([C:20]([F:23])([F:22])[F:21])=[CH:16][CH:15]=2)C(O)=O)[CH:5]=[CH:6][CH:7]=1.C1(P(N=[N+]=[N-])(C2C=CC=CC=2)=[O:32])C=CC=CC=1.C([N:44]([CH2:47]C)CC)C.[OH2:49]. (4) Given the product [Cl:1][C:2]1[CH:3]=[CH:4][C:5]([C:8]2[C:9]([CH3:14])=[N:10][N:11]3[C:24](=[O:25])[CH:23]=[C:22]([C:19]4[CH:18]=[CH:17][C:16]([Cl:15])=[CH:21][CH:20]=4)[NH:13][C:12]=23)=[CH:6][CH:7]=1, predict the reactants needed to synthesize it. The reactants are: [Cl:1][C:2]1[CH:7]=[CH:6][C:5]([C:8]2[C:9]([CH3:14])=[N:10][NH:11][C:12]=2[NH2:13])=[CH:4][CH:3]=1.[Cl:15][C:16]1[CH:21]=[CH:20][C:19]([C:22](=O)[CH2:23][C:24](OC)=[O:25])=[CH:18][CH:17]=1. (5) Given the product [Br:1][C:2]1[CH:3]=[CH:4][C:5]([C:12]([OH:13])([CH3:14])[CH3:11])=[C:6]([O:8][CH3:9])[CH:7]=1, predict the reactants needed to synthesize it. The reactants are: [Br:1][C:2]1[CH:3]=[CH:4][C:5](I)=[C:6]([O:8][CH3:9])[CH:7]=1.[CH3:11][C:12]([CH3:14])=[O:13].[Li]CCCC. (6) Given the product [CH3:34][CH:33]([CH3:35])[CH2:32][C@H:31]([NH:30][C:28]([C:20]1[S:19][C:23]2[CH:24]=[CH:25][CH:26]=[CH:27][C:22]=2[CH:21]=1)=[O:29])[C:36]([NH:1][CH2:2][CH2:3][CH2:4][N:5]([CH3:18])[S:6]([C:9]1[CH:14]=[CH:13][CH:12]=[CH:11][C:10]=1[N+:15]([O-:17])=[O:16])(=[O:7])=[O:8])=[O:37], predict the reactants needed to synthesize it. The reactants are: [NH2:1][CH2:2][CH2:3][CH2:4][N:5]([CH3:18])[S:6]([C:9]1[CH:14]=[CH:13][CH:12]=[CH:11][C:10]=1[N+:15]([O-:17])=[O:16])(=[O:8])=[O:7].[S:19]1[C:23]2[CH:24]=[CH:25][CH:26]=[CH:27][C:22]=2[CH:21]=[C:20]1[C:28]([NH:30][C@H:31]([C:36](O)=[O:37])[CH2:32][CH:33]([CH3:35])[CH3:34])=[O:29].CN1CCOCC1.CCN=C=NCCCN(C)C.Cl.